Dataset: Peptide-MHC class I binding affinity with 185,985 pairs from IEDB/IMGT. Task: Regression. Given a peptide amino acid sequence and an MHC pseudo amino acid sequence, predict their binding affinity value. This is MHC class I binding data. (1) The peptide sequence is SQLVSTAWA. The MHC is HLA-A25:01 with pseudo-sequence HLA-A25:01. The binding affinity (normalized) is 0.0847. (2) The peptide sequence is PDSCLNGKL. The MHC is HLA-B40:02 with pseudo-sequence HLA-B40:02. The binding affinity (normalized) is 0.